From a dataset of Reaction yield outcomes from USPTO patents with 853,638 reactions. Predict the reaction yield, written as a fraction of the theoretical maximum amount of product (1.0 means a 100% yield; for example, 0.34 means a 34% yield). (1) The reactants are [Br:1][C:2]1[CH:9]=[CH:8][C:5]([CH2:6]Br)=[CH:4][CH:3]=1.[P:10]([O:17]CC)([O:14][CH2:15][CH3:16])[O:11][CH2:12][CH3:13]. No catalyst specified. The product is [Br:1][C:2]1[CH:9]=[CH:8][C:5]([CH2:6][P:10](=[O:17])([O:14][CH2:15][CH3:16])[O:11][CH2:12][CH3:13])=[CH:4][CH:3]=1. The yield is 0.890. (2) The reactants are [S:1]1[C:5]2[CH:6]=[CH:7][CH:8]=[CH:9][C:4]=2[CH:3]=[C:2]1[C:10]1[C:11]([N:17]([C:25]([O:27][C:28]([CH3:31])([CH3:30])[CH3:29])=[O:26])[C:18](=[O:24])[O:19][C:20]([CH3:23])([CH3:22])[CH3:21])=[N:12][CH:13]=[C:14](Br)[N:15]=1.[NH:32]1[CH2:37][CH2:36][NH:35][CH2:34][CH2:33]1. The catalyst is CN(C=O)C.CCOC(C)=O.O. The product is [S:1]1[C:5]2[CH:6]=[CH:7][CH:8]=[CH:9][C:4]=2[CH:3]=[C:2]1[C:10]1[C:11]([N:17]([C:25]([O:27][C:28]([CH3:31])([CH3:30])[CH3:29])=[O:26])[C:18](=[O:24])[O:19][C:20]([CH3:23])([CH3:22])[CH3:21])=[N:12][CH:13]=[C:14]([N:32]2[CH2:37][CH2:36][NH:35][CH2:34][CH2:33]2)[N:15]=1. The yield is 0.910. (3) The reactants are [Cl:1][C:2]1[CH:3]=[CH:4][C:5]([NH:12][C:13]([C:15]2[CH:20]=[CH:19][CH:18]=[C:17](I)[CH:16]=2)=[O:14])=[C:6]([CH:11]=1)[C:7]([O:9][CH3:10])=[O:8].C(N(CC)CC)C.[CH:29]1([C:35]#[CH:36])[CH2:34][CH2:33][CH2:32][CH2:31][CH2:30]1. The catalyst is CN(C=O)C.C(OCC)(=O)C.[Cu](I)I.C1C=CC(P(C2C=CC=CC=2)C2C=CC=CC=2)=CC=1.C1C=CC(P(C2C=CC=CC=2)C2C=CC=CC=2)=CC=1.Cl[Pd]Cl. The product is [Cl:1][C:2]1[CH:3]=[CH:4][C:5]([NH:12][C:13]([C:15]2[CH:20]=[CH:19][CH:18]=[C:17]([C:36]#[C:35][CH:29]3[CH2:34][CH2:33][CH2:32][CH2:31][CH2:30]3)[CH:16]=2)=[O:14])=[C:6]([CH:11]=1)[C:7]([O:9][CH3:10])=[O:8]. The yield is 0.360. (4) The reactants are [CH2:1]([O:8][C@@H:9]1[C@@H:35]([O:36][CH2:37][C:38]2[CH:43]=[CH:42][CH:41]=[CH:40][CH:39]=2)[C@H:34]([O:44][C@@H:45]2[O:74][C@H:73]([CH3:75])[C@@H:64]([O:65][CH2:66][C:67]3[CH:72]=[CH:71][CH:70]=[CH:69][CH:68]=3)[C@H:55]([O:56][CH2:57][C:58]3[CH:63]=[CH:62][CH:61]=[CH:60][CH:59]=3)[C@H:46]2[O:47][CH2:48][C:49]2[CH:54]=[CH:53][CH:52]=[CH:51][CH:50]=2)[C@@H:33]([CH2:76][O:77][CH2:78][C:79]2[CH:84]=[CH:83][CH:82]=[CH:81][CH:80]=2)[O:32][C@@H:10]1[O:11][C@@H:12]1[C@@H:19]2[C@@H:15]([N:16](C(OC)=O)[O:17][CH2:18]2)[CH2:14][C@H:13]1[O:24][CH2:25][C:26]1[CH:31]=[CH:30][CH:29]=[CH:28][CH:27]=1)[C:2]1[CH:7]=[CH:6][CH:5]=[CH:4][CH:3]=1.[OH-].[K+].[Cl-].[NH4+]. The catalyst is CO. The product is [CH2:1]([O:8][C@@H:9]1[C@@H:35]([O:36][CH2:37][C:38]2[CH:39]=[CH:40][CH:41]=[CH:42][CH:43]=2)[C@H:34]([O:44][C@@H:45]2[O:74][C@H:73]([CH3:75])[C@@H:64]([O:65][CH2:66][C:67]3[CH:68]=[CH:69][CH:70]=[CH:71][CH:72]=3)[C@H:55]([O:56][CH2:57][C:58]3[CH:59]=[CH:60][CH:61]=[CH:62][CH:63]=3)[C@H:46]2[O:47][CH2:48][C:49]2[CH:54]=[CH:53][CH:52]=[CH:51][CH:50]=2)[C@@H:33]([CH2:76][O:77][CH2:78][C:79]2[CH:80]=[CH:81][CH:82]=[CH:83][CH:84]=2)[O:32][C@@H:10]1[O:11][C@@H:12]1[C@@H:19]2[C@@H:15]([NH:16][O:17][CH2:18]2)[CH2:14][C@H:13]1[O:24][CH2:25][C:26]1[CH:27]=[CH:28][CH:29]=[CH:30][CH:31]=1)[C:2]1[CH:7]=[CH:6][CH:5]=[CH:4][CH:3]=1. The yield is 0.910.